This data is from Plasma protein binding rate (PPBR) regression data from AstraZeneca. The task is: Regression/Classification. Given a drug SMILES string, predict its absorption, distribution, metabolism, or excretion properties. Task type varies by dataset: regression for continuous measurements (e.g., permeability, clearance, half-life) or binary classification for categorical outcomes (e.g., BBB penetration, CYP inhibition). For this dataset (ppbr_az), we predict Y. (1) The molecule is CC(C)COc1ccc(-c2cc(O)nc(N)n2)cc1. The Y is 96.3 %. (2) The molecule is Cc1ccc(S(=O)(=O)Nc2c(C(=O)N[C@@H](C)C(C)(C)C)c(C)nn2C2CCN(C)CC2)cc1. The Y is 54.6 %. (3) The molecule is COc1cc2ncc(C(N)=O)c(Nc3ccc(Cl)c(Cl)c3)c2cc1N1CCN(C)CC1. The Y is 96.4 %. (4) The compound is CC(C)=CCC[N+]12CCC(CC1)[C@@H](OC(=O)[C@](C)(c1ccccc1)N1CCCCC1)C2. The Y is 91.5 %. (5) The molecule is CN[C@@H](C)C(=O)N[C@H](C(=O)N[C@H]1CCCN(CCc2ccccc2F)C1)C1CCCCC1. The Y is 73.8 %.